Dataset: Reaction yield outcomes from USPTO patents with 853,638 reactions. Task: Predict the reaction yield, written as a fraction of the theoretical maximum amount of product (1.0 means a 100% yield; for example, 0.34 means a 34% yield). (1) The catalyst is CN(C1C=CN=CC=1)C.ClCCl. The product is [CH:1]([N:14]1[CH2:19][CH2:18][N:17]([CH2:20][C:21]([NH:24][C:25]2[S:26][C:27]3[CH:33]=[C:32]([F:34])[CH:31]=[CH:30][C:28]=3[N:29]=2)=[O:22])[CH2:16][CH2:15]1)([C:8]1[CH:13]=[CH:12][CH:11]=[CH:10][CH:9]=1)[C:2]1[CH:3]=[CH:4][CH:5]=[CH:6][CH:7]=1. The reactants are [CH:1]([N:14]1[CH2:19][CH2:18][N:17]([CH2:20][C:21](O)=[O:22])[CH2:16][CH2:15]1)([C:8]1[CH:13]=[CH:12][CH:11]=[CH:10][CH:9]=1)[C:2]1[CH:7]=[CH:6][CH:5]=[CH:4][CH:3]=1.[NH2:24][C:25]1[S:26][C:27]2[CH:33]=[C:32]([F:34])[CH:31]=[CH:30][C:28]=2[N:29]=1.C(Cl)CCl. The yield is 0.450. (2) The reactants are [CH3:1][C:2]1[C:3](S(C)(=O)=O)=[N:4][C:5]([N:8]2[CH:12]=[C:11]([C:13]([F:16])([F:15])[F:14])[CH:10]=[N:9]2)=[N:6][CH:7]=1.[F:21][C:22]([F:31])([F:30])[C:23]1[CH:24]=[C:25]([OH:29])[CH:26]=[CH:27][CH:28]=1.C([O-])([O-])=O.[K+].[K+].O. The catalyst is CN(C=O)C. The product is [CH3:1][C:2]1[C:3]([O:29][C:25]2[CH:26]=[CH:27][CH:28]=[C:23]([C:22]([F:21])([F:30])[F:31])[CH:24]=2)=[N:4][C:5]([N:8]2[CH:12]=[C:11]([C:13]([F:16])([F:15])[F:14])[CH:10]=[N:9]2)=[N:6][CH:7]=1. The yield is 0.720. (3) The reactants are [NH2:1][C:2]1[N:3]=[C:4]([CH3:27])[C:5]2[CH:11]=[C:10]([C:12]3[CH:13]=[N:14][C:15]([O:18]C)=[N:16][CH:17]=3)[C:9](=[O:20])[N:8]([CH:21]3[CH2:26][CH2:25][O:24][CH2:23][CH2:22]3)[C:6]=2[N:7]=1.[Si](I)(C)(C)C.[NH4+].[OH-]. The catalyst is C(#N)C. The product is [NH2:1][C:2]1[N:3]=[C:4]([CH3:27])[C:5]2[CH:11]=[C:10]([C:12]3[CH:17]=[N:16][C:15]([OH:18])=[N:14][CH:13]=3)[C:9](=[O:20])[N:8]([CH:21]3[CH2:26][CH2:25][O:24][CH2:23][CH2:22]3)[C:6]=2[N:7]=1. The yield is 0.300. (4) The reactants are [CH3:1][O:2][C:3]1[CH:4]=[C:5]2[C:10](=[CH:11][CH:12]=1)[CH:9]=[C:8]([C:13](=O)[CH2:14][CH2:15][CH2:16][CH2:17][CH2:18][CH3:19])[CH:7]=[CH:6]2.Cl.[CH2:22]([N:29]([C:31]1[CH:36]=[CH:35][CH:34]=[CH:33][CH:32]=1)N)[C:23]1[CH:28]=[CH:27][CH:26]=[CH:25][CH:24]=1. The catalyst is C(O)C.Cl. The product is [CH2:22]([N:29]1[C:31]2[C:36](=[CH:35][CH:34]=[CH:33][CH:32]=2)[C:14]([CH2:15][CH2:16][CH2:17][CH2:18][CH3:19])=[C:13]1[C:8]1[CH:7]=[CH:6][C:5]2[C:10](=[CH:11][CH:12]=[C:3]([O:2][CH3:1])[CH:4]=2)[CH:9]=1)[C:23]1[CH:28]=[CH:27][CH:26]=[CH:25][CH:24]=1. The yield is 0.780. (5) The reactants are [Cl:1][C:2]1[C:7]([N+:8]([O-:10])=[O:9])=[CH:6][N:5]=[C:4]([NH2:11])[C:3]=1[C:12]#[C:13][Si](C)(C)C.[F-].[K+].C. The catalyst is CN(C=O)C. The product is [Cl:1][C:2]1[C:7]([N+:8]([O-:10])=[O:9])=[CH:6][N:5]=[C:4]([NH2:11])[C:3]=1[C:12]#[CH:13]. The yield is 0.710. (6) The reactants are Br[C:2]1[CH:7]=[CH:6][C:5]([C:8]2[N:13]([CH2:14][C:15]3[C:16]([CH3:22])=[N:17][C:18]([CH3:21])=[CH:19][CH:20]=3)[C:12](=[O:23])[C:11]([C:24]#[N:25])=[C:10]([C:26]([F:29])([F:28])[F:27])[CH:9]=2)=[CH:4][CH:3]=1.[CH2:30]([O:32][C:33]([C:35]1[NH:36][C:37]2[C:42]([CH:43]=1)=[CH:41][C:40]([OH:44])=[CH:39][CH:38]=2)=[O:34])[CH3:31].C(P(C(C)(C)C)C1C=CC2C(=CC=CC=2)C=1C1C2C(=CC=CC=2)C=CC=1)(C)(C)C.[O-]P([O-])([O-])=O.[K+].[K+].[K+]. The catalyst is C(OCC)(=O)C.C(#N)C.C1(C)C=CC=CC=1. The product is [C:24]([C:11]1[C:12](=[O:23])[N:13]([CH2:14][C:15]2[C:16]([CH3:22])=[N:17][C:18]([CH3:21])=[CH:19][CH:20]=2)[C:8]([C:5]2[CH:6]=[CH:7][C:2]([O:44][C:40]3[CH:41]=[C:42]4[C:37](=[CH:38][CH:39]=3)[NH:36][C:35]([C:33]([O:32][CH2:30][CH3:31])=[O:34])=[CH:43]4)=[CH:3][CH:4]=2)=[CH:9][C:10]=1[C:26]([F:29])([F:28])[F:27])#[N:25]. The yield is 0.0430. (7) The catalyst is ClCCl. The reactants are [Cl:1][C:2]1[N:7]=[C:6]([NH2:8])[CH:5]=[CH:4][C:3]=1[CH3:9].CCN(CC)CC.[F:17][C:18]1([F:33])[O:22][C:21]2[CH:23]=[CH:24][C:25]([C:27]3([C:30](Cl)=[O:31])[CH2:29][CH2:28]3)=[CH:26][C:20]=2[O:19]1. The product is [Cl:1][C:2]1[N:7]=[C:6]([NH:8][C:30]([C:27]2([C:25]3[CH:24]=[CH:23][C:21]4[O:22][C:18]([F:33])([F:17])[O:19][C:20]=4[CH:26]=3)[CH2:29][CH2:28]2)=[O:31])[CH:5]=[CH:4][C:3]=1[CH3:9]. The yield is 0.940.